From a dataset of Experimentally validated miRNA-target interactions with 360,000+ pairs, plus equal number of negative samples. Binary Classification. Given a miRNA mature sequence and a target amino acid sequence, predict their likelihood of interaction. (1) The miRNA is hsa-miR-5088-3p with sequence UCCCUUCUUCCUGGGCCCUCA. The protein sequence of the target gene is MLPWRRNKFVLVEDEAKCKAKSLSPGLAYTSLLSSFLRSCPDLLPDWPLERLGRVFRSRRQKVELNKEDPTYTVWYLGNAVTLHAKGDGCTDDAVGKIWARCGPGGGTKMKLTLGPHGIRMQPCERSAAGGSGGRRPAHAYLLPRITYCTADGRHPRVFAWVYRHQARHKAVVLRCHAVLLARAHKARALARLLRQTALAAFSDFKRLQRQSDARHVRQQHLRAGGAAASVPRAPLRRLLNAKCAYRPPPSERSRGAPRLSSIQEEDEEEEEDDAEEQEGGVPQRERPEVLSLARELRTC.... Result: 1 (interaction). (2) Result: 0 (no interaction). The miRNA is mmu-miR-331-3p with sequence GCCCCUGGGCCUAUCCUAGAA. The protein sequence of the target gene is MDRMASSMKQVPNPLPKVLSRRGVGAGLEAAERESFERTQTVSINKAINTQEVAVKEKHARTCILGTHHEKGAQTFWSVVNRLPLSSNAVLCWKFCHVFHKLLRDGHPNVLKDSLRYRNELSDMSRMWGHLSEGYGQLCSIYLKLLRTKMEYHTKNPRFPGNLQMSDRQLDEAGESDVNNFFQLTVEMFDYLECELNLFQTVFNSLDMSRSVSVTAAGQCRLAPLIQVILDCSHLYDYTVKLLFKLHSCLPADTLQGHRDRFMEQFTKLKDLFYRSSNLQYFKRLIQIPQLPENPPNFLR.... (3) Result: 0 (no interaction). The miRNA is hsa-miR-4739 with sequence AAGGGAGGAGGAGCGGAGGGGCCCU. The protein sequence of the target gene is MQLLGLLGLLWMLKASPWATGTLSTATSISQVPFPRAEAASAVLSNSPHSRDLAGWPLGVPQLASPAPGHRENAPMTLTTSPHDTLISETLLNSPVSSNTSTTPTSKFAFKVETTPPTVLVYSATTECVYPTSFIITISHPTSICVTTTQVAFTSSYTSTPVTQKPVTTVTSTYSMTTTEKGTSAMTSSPSTTTARETPIVTVTPSSVSATDTTFHTTISSTTRTTERTPLPTGSIHTTTSPTPVFTTLKTAVTSTSPITSSITSTNTVTSMTTTASQPTATNTLSSPTRTILSSTPVLS.... (4) The miRNA is hsa-miR-6867-3p with sequence CUCUCCCUCUUUACCCACUAG. The protein sequence of the target gene is MAASQQQASAASSAAGVSGPSSAGGPGPQQQPQPPAQLVGPAQSGLLQQQQQDFDPVQRYKMLIPQLKESLQTLMKVAAQNLIQNTNIDNGQKSSDGPIQRFDKCLEEFYALCDQLELCLRLAHECLSQSCDSAKHSPTLVPTATKPDAVQPDSLPYPQYLAVIKAQISCAKDIHTALLDCANKVTGKTPAPPAGPGGTL. Result: 0 (no interaction). (5) The miRNA is hsa-miR-4710 with sequence GGGUGAGGGCAGGUGGUU. The protein sequence of the target gene is MLREEAAQKRKEKEPGMALPQGHLTFRDVAIEFSLEEWKCLDPTQRALYRAMMLENYRNLHSVDISSKCMMKKFSSTAQGNTEVDTGTLERHESHHIGDFCFQKIGKDIHDFEFQWQEDKRNSHEATMTQIKKLTGSTDRYDRRHPGNKPIKDQLGLSFHSHLPELHIFQTKGKVGNQVEKSINDASSVLTSQRISSRPKIHISNNYENNFFHSSLLTLKQEVHIREKSFQCNESGKAFNCSSLLRKHQIIYLGGKQYKCDVCGKVFNQKRYLACHHRCHTGEKPYKCNECGKVFNQQSN.... Result: 1 (interaction). (6) The miRNA is hsa-miR-5089-3p with sequence AUGCUACUCGGAAAUCCCACUGA. The protein sequence of the target gene is MPLQGSVSFKDVTVDFTQEEWQQLDPAQKALYRDVMLENYCHFVSVGFHMAKPDMIRKLEQGEELWTQRIFPSYSYLEEDGKTEDVLVKFKEYQDRHSRPLIFINHKKLIKERSNIYGKTFTLGKNRISKTILCEYKPDGKVLKNISELVIRNISPIKEKFGDSTGWEKSLLNTKHEKIHPAVNLHKQTERVLSGKQELIQHQKVQAPEQPFDHNECEKSFLMKGMLFTHTRAHRGERTFEYNKDGIAFIEKSSLSVHPSNLMEKKPSAYNKYGKFLCRKPVFIMPQRPQTEEKPFHCPY.... Result: 0 (no interaction).